From a dataset of Reaction yield outcomes from USPTO patents with 853,638 reactions. Predict the reaction yield, written as a fraction of the theoretical maximum amount of product (1.0 means a 100% yield; for example, 0.34 means a 34% yield). The reactants are Br[C:2]1[CH:7]=[CH:6][C:5]([C:8]2([O:11][CH3:12])[CH2:10][CH2:9]2)=[CH:4][CH:3]=1.[CH3:13][Si:14]([C:17]#[CH:18])([CH3:16])[CH3:15]. The catalyst is C(N(CC)CC)C.O1CCCC1.[Cu]I.Cl[Pd](Cl)([P](C1C=CC=CC=1)(C1C=CC=CC=1)C1C=CC=CC=1)[P](C1C=CC=CC=1)(C1C=CC=CC=1)C1C=CC=CC=1. The product is [CH3:12][O:11][C:8]1([C:5]2[CH:6]=[CH:7][C:2]([C:18]#[C:17][Si:14]([CH3:16])([CH3:15])[CH3:13])=[CH:3][CH:4]=2)[CH2:10][CH2:9]1. The yield is 0.900.